From a dataset of Catalyst prediction with 721,799 reactions and 888 catalyst types from USPTO. Predict which catalyst facilitates the given reaction. (1) Reactant: CO[C:3]([C:9]1[CH:14]=[CH:13][C:12]([O:15][C:16]2[CH:21]=[CH:20][CH:19]=[CH:18][CH:17]=2)=[CH:11][CH:10]=1)=[C:4]([C:7]#[N:8])[C:5]#[N:6].[Br:22][C:23]1[CH:24]=[N:25][CH:26]=[CH:27][C:28]=1[NH:29][NH2:30]. The catalyst class is: 8. Product: [NH2:6][C:5]1[N:29]([C:28]2[CH:27]=[CH:26][N:25]=[CH:24][C:23]=2[Br:22])[N:30]=[C:3]([C:9]2[CH:14]=[CH:13][C:12]([O:15][C:16]3[CH:21]=[CH:20][CH:19]=[CH:18][CH:17]=3)=[CH:11][CH:10]=2)[C:4]=1[C:7]#[N:8]. (2) Reactant: [CH2:1]([S:3](Cl)(=[O:5])=[O:4])[CH3:2].[Br:7][C:8]1[C:9]([O:16][CH3:17])=[CH:10][C:11]([F:15])=[C:12]([CH:14]=1)[NH2:13].N1C=CC=CC=1. Product: [Br:7][C:8]1[C:9]([O:16][CH3:17])=[CH:10][C:11]([F:15])=[C:12]([NH:13][S:3]([CH2:1][CH3:2])(=[O:5])=[O:4])[CH:14]=1. The catalyst class is: 2. (3) Reactant: [Cl:1][C:2]1[CH:7]=[C:6](I)[C:5]([F:9])=[CH:4][N:3]=1.[F:10][C:11]([F:19])([F:18])[CH:12]1[CH2:17][CH2:16][NH:15][CH2:14][CH2:13]1.C(Cl)(Cl)Cl.C1C=CC(P(C2C(C3C(P(C4C=CC=CC=4)C4C=CC=CC=4)=CC=C4C=3C=CC=C4)=C3C(C=CC=C3)=CC=2)C2C=CC=CC=2)=CC=1.C(O[Na])(C)(C)C. Product: [Cl:1][C:2]1[CH:7]=[C:6]([N:15]2[CH2:16][CH2:17][CH:12]([C:11]([F:19])([F:18])[F:10])[CH2:13][CH2:14]2)[C:5]([F:9])=[CH:4][N:3]=1. The catalyst class is: 101. (4) Reactant: CCN(CC)CC.I[CH:9]1[CH2:14][CH2:13][O:12][CH2:11][CH2:10]1.[SH:15][C:16]1[CH:21]=[CH:20][C:19]([CH2:22][C:23]([O:25][CH2:26][CH3:27])=[O:24])=[CH:18][CH:17]=1. Product: [O:12]1[CH2:13][CH2:14][CH:9]([S:15][C:16]2[CH:17]=[CH:18][C:19]([CH2:22][C:23]([O:25][CH2:26][CH3:27])=[O:24])=[CH:20][CH:21]=2)[CH2:10][CH2:11]1. The catalyst class is: 3. (5) Reactant: Br[CH2:2][CH2:3][C:4]1[CH:9]=[CH:8][C:7]([N+:10]([O-:12])=[O:11])=[CH:6][CH:5]=1.[NH:13]1[CH2:19][CH2:18][CH2:17][CH2:16][CH2:15][CH2:14]1.C(=O)([O-])[O-].[K+].[K+]. Product: [N+:10]([C:7]1[CH:8]=[CH:9][C:4]([CH2:3][CH2:2][N:13]2[CH2:19][CH2:18][CH2:17][CH2:16][CH2:15][CH2:14]2)=[CH:5][CH:6]=1)([O-:12])=[O:11]. The catalyst class is: 3. (6) Reactant: Br[C:2]1[CH:7]=[CH:6][CH:5]=[C:4]([O:8][CH2:9][O:10][CH3:11])[CH:3]=1.BrC1C=C(O)C=CC=1.C([Li])CCC.CCCCCC.[C:31]([O:35][C:36]([NH:38][CH2:39][CH2:40][C:41](O)=[O:42])=[O:37])([CH3:34])([CH3:33])[CH3:32].Cl.CNOC.[Cl-].[NH4+]. Product: [CH3:11][O:10][CH2:9][O:8][C:4]1[CH:3]=[C:2]([C:41](=[O:42])[CH2:40][CH2:39][NH:38][C:36](=[O:37])[O:35][C:31]([CH3:32])([CH3:33])[CH3:34])[CH:7]=[CH:6][CH:5]=1. The catalyst class is: 30. (7) Reactant: [CH2:1]([C:5]1[N:6]=[C:7]([CH3:27])[NH:8][C:9](=[O:26])[C:10]=1[CH2:11][C:12]1[CH:17]=[CH:16][C:15]([C:18]2[C:19]([C:24]#[N:25])=[CH:20][CH:21]=[CH:22][CH:23]=2)=[CH:14][CH:13]=1)[CH2:2][CH2:3][CH3:4].C(=O)([O-])[O-].[K+].[K+].Cl[CH2:35][C:36]1[N:40]=[C:39]([C:41]2[CH:45]=[CH:44][S:43][CH:42]=2)[O:38][N:37]=1.CN(C)C=O. The catalyst class is: 13. Product: [CH2:1]([C:5]1[N:6]=[C:7]([CH3:27])[N:8]([CH2:35][C:36]2[N:40]=[C:39]([C:41]3[CH:45]=[CH:44][S:43][CH:42]=3)[O:38][N:37]=2)[C:9](=[O:26])[C:10]=1[CH2:11][C:12]1[CH:17]=[CH:16][C:15]([C:18]2[C:19]([C:24]#[N:25])=[CH:20][CH:21]=[CH:22][CH:23]=2)=[CH:14][CH:13]=1)[CH2:2][CH2:3][CH3:4]. (8) Reactant: [OH:1][CH:2]1[CH2:7][CH2:6][N:5]([S:8](/[CH:11]=[CH:12]/[C:13]2[CH:18]=[CH:17][CH:16]=[CH:15][CH:14]=2)(=[O:10])=[O:9])[CH2:4][CH2:3]1.CN(C=O)C.[F:24][C:25]1[CH:32]=[CH:31][C:30]([F:33])=[CH:29][C:26]=1[CH2:27]Br.[H-].[Na+]. The catalyst class is: 6. Product: [F:24][C:25]1[CH:32]=[CH:31][C:30]([F:33])=[CH:29][C:26]=1[CH2:27][O:1][CH:2]1[CH2:3][CH2:4][N:5]([S:8](/[CH:11]=[CH:12]/[C:13]2[CH:18]=[CH:17][CH:16]=[CH:15][CH:14]=2)(=[O:10])=[O:9])[CH2:6][CH2:7]1. (9) Reactant: [CH3:1][O:2][C:3]1[CH:12]=[C:11]2[C:6]([C:7]([C:13]([C:15]3[CH:20]=[CH:19][C:18]([N+:21]([O-])=O)=[CH:17][CH:16]=3)=[CH2:14])=[CH:8][CH:9]=[N:10]2)=[CH:5][CH:4]=1.CO.[H][H]. Product: [CH3:1][O:2][C:3]1[CH:12]=[C:11]2[C:6]([C:7]([CH:13]([C:15]3[CH:16]=[CH:17][C:18]([NH2:21])=[CH:19][CH:20]=3)[CH3:14])=[CH:8][CH:9]=[N:10]2)=[CH:5][CH:4]=1. The catalyst class is: 350. (10) Reactant: CCN(C(C)C)C(C)C.[CH3:10][O:11][C:12]1[CH:13]=[CH:14][CH:15]=[C:16]2[C:21]=1[O:20][C:19](=[O:22])[C:18]([C:23]([OH:25])=O)=[CH:17]2.CN(C(ON1N=NC2C=CC=NC1=2)=[N+](C)C)C.F[P-](F)(F)(F)(F)F.[N:50]1[NH:51][C:52]([C:55]2[CH:56]=[C:57]([NH2:61])[CH:58]=[CH:59][CH:60]=2)=[CH:53][CH:54]=1. Product: [N:50]1[NH:51][C:52]([C:55]2[CH:56]=[C:57]([NH:61][C:23]([C:18]3[C:19](=[O:22])[O:20][C:21]4[C:16]([CH:17]=3)=[CH:15][CH:14]=[CH:13][C:12]=4[O:11][CH3:10])=[O:25])[CH:58]=[CH:59][CH:60]=2)=[CH:53][CH:54]=1. The catalyst class is: 3.